Dataset: Forward reaction prediction with 1.9M reactions from USPTO patents (1976-2016). Task: Predict the product of the given reaction. (1) Given the reactants N12CCCN=C1CCCCC2.[NH2:12][C:13]1[C:14]([OH:20])=[N:15][C:16]([Br:19])=[CH:17][CH:18]=1.Br[CH2:22][C:23](OC)=[O:24], predict the reaction product. The product is: [Br:19][C:16]1[CH:17]=[CH:18][C:13]2[NH:12][C:23](=[O:24])[CH2:22][O:20][C:14]=2[N:15]=1. (2) The product is: [CH:1]1([C:4]2[C:5]([N:24]([CH2:29][CH2:30][CH:31]([CH3:33])[CH3:32])[S:25]([CH3:28])(=[O:27])=[O:26])=[CH:6][C:7]3[O:11][C:10]([C:12]4[CH:13]=[CH:14][C:15]([F:18])=[CH:16][CH:17]=4)=[C:9]([C:19]4[NH:22][C:34](=[O:35])[O:21][N:20]=4)[C:8]=3[CH:23]=2)[CH2:2][CH2:3]1. Given the reactants [CH:1]1([C:4]2[C:5]([N:24]([CH2:29][CH2:30][CH:31]([CH3:33])[CH3:32])[S:25]([CH3:28])(=[O:27])=[O:26])=[CH:6][C:7]3[O:11][C:10]([C:12]4[CH:17]=[CH:16][C:15]([F:18])=[CH:14][CH:13]=4)=[C:9]([C:19](=[NH:22])[NH:20][OH:21])[C:8]=3[CH:23]=2)[CH2:3][CH2:2]1.[C:34](N1C=CN=C1)(N1C=CN=C1)=[O:35].N12CCCN=C1CCCCC2, predict the reaction product.